The task is: Predict the reactants needed to synthesize the given product.. This data is from Full USPTO retrosynthesis dataset with 1.9M reactions from patents (1976-2016). (1) Given the product [O:1]1[C:5]2([CH2:10][CH2:9][CH:8]([NH:11][CH2:12][CH3:13])[CH2:7][CH2:6]2)[O:4][CH2:3][CH2:2]1, predict the reactants needed to synthesize it. The reactants are: [O:1]1[C:5]2([CH2:10][CH2:9][CH:8]([NH:11][CH2:12][CH2:13]C)[CH2:7][CH2:6]2)[O:4][CH2:3][CH2:2]1.C(N)C. (2) Given the product [F:13][C:8]([F:14])([C:9]([F:12])([F:11])[F:10])[CH2:7][CH2:6][CH2:5][S:4][CH2:1][CH2:2][CH2:18][Cl:19], predict the reactants needed to synthesize it. The reactants are: [C:1]([S:4][CH2:5][CH2:6][CH2:7][C:8]([F:14])([F:13])[C:9]([F:12])([F:11])[F:10])(=O)[CH3:2].BrCC[CH2:18][Cl:19].